Task: Predict the reactants needed to synthesize the given product.. Dataset: Full USPTO retrosynthesis dataset with 1.9M reactions from patents (1976-2016) (1) Given the product [Cl:1][C:2]1[CH:3]=[CH:4][C:5]2[N:10]=[CH:8][N:7]([CH3:15])[C:6]=2[CH:9]=1, predict the reactants needed to synthesize it. The reactants are: [Cl:1][C:2]1[CH:3]=[CH:4][C:5]([N+:10]([O-])=O)=[C:6]([CH:9]=1)[NH:7][CH3:8].[Cl-].[NH4+].[CH2:15](O)C.O. (2) The reactants are: [O:1]1[CH2:5][CH2:4][C@@H:3]([NH:6][C:7]2[N:15]=[CH:14][N:13]=[C:12]3[C:8]=2[N:9]=[CH:10][N:11]3[C@@H:16]2[O:20][C@H:19]([CH2:21][S:22][C:23]3C=CC=CC=3C(OC)=O)[C@@H:18]([OH:33])[C@H:17]2[OH:34])[CH2:2]1.S[C:36]1[N:37](C)[CH:38]=[CH:39][N:40]=1.C(C1C=CC=CC=1S)(OC)=O. Given the product [O:1]1[CH2:5][CH2:4][C@H:3]([NH:6][C:7]2[N:15]=[CH:14][N:13]=[C:12]3[C:8]=2[N:9]=[CH:10][N:11]3[C@H:16]2[C@H:17]([OH:34])[C@H:18]([OH:33])[C@@H:19]([CH2:21][S:22][C:23]3[N:37]([CH3:36])[CH:38]=[CH:39][N:40]=3)[O:20]2)[CH2:2]1, predict the reactants needed to synthesize it. (3) Given the product [Br:2][C:3]1[CH:9]=[CH:8][C:6]([C:16]2[C:17](=[O:19])[NH:18][C:14](=[O:20])[CH:15]=2)=[CH:5][CH:4]=1, predict the reactants needed to synthesize it. The reactants are: Cl.[Br:2][C:3]1[CH:9]=[CH:8][C:6](N)=[CH:5][CH:4]=1.N([O-])=O.[Na+].[C:14]1(=[O:20])[NH:18][C:17](=[O:19])[CH:16]=[CH:15]1.C([O-])(=O)C.[Na+]. (4) Given the product [ClH:1].[ClH:1].[CH:2]1([N:8]([C:49]2[CH:54]=[CH:53][C:52]([OH:55])=[CH:51][CH:50]=2)[C:9]([C:11]2[C:19]3[C:14](=[CH:15][CH:16]=[CH:17][CH:18]=3)[N:13]([C:20]3[CH:25]=[C:24]([O:26][CH3:27])[C:23]([OH:28])=[CH:22][C:21]=3[C:29]([N:31]3[C@H:40]([CH2:41][N:42]4[CH2:43][CH2:44][N:45]([CH3:48])[CH2:46][CH2:47]4)[CH2:39][C:38]4[C:33](=[CH:34][CH:35]=[CH:36][CH:37]=4)[CH2:32]3)=[O:30])[CH:12]=2)=[O:10])[CH2:7][CH2:6][CH2:5][CH2:4][CH2:3]1, predict the reactants needed to synthesize it. The reactants are: [ClH:1].[CH:2]1([N:8]([C:49]2[CH:54]=[CH:53][C:52]([OH:55])=[CH:51][CH:50]=2)[C:9]([C:11]2[C:19]3[C:14](=[CH:15][CH:16]=[CH:17][CH:18]=3)[N:13]([C:20]3[CH:25]=[C:24]([O:26][CH3:27])[C:23]([OH:28])=[CH:22][C:21]=3[C:29]([N:31]3[C@H:40]([CH2:41][N:42]4[CH2:47][CH2:46][N:45]([CH3:48])[CH2:44][CH2:43]4)[CH2:39][C:38]4[C:33](=[CH:34][CH:35]=[CH:36][CH:37]=4)[CH2:32]3)=[O:30])[CH:12]=2)=[O:10])[CH2:7][CH2:6][CH2:5][CH2:4][CH2:3]1.